The task is: Predict the reaction yield, written as a fraction of the theoretical maximum amount of product (1.0 means a 100% yield; for example, 0.34 means a 34% yield).. This data is from Reaction yield outcomes from USPTO patents with 853,638 reactions. The reactants are [Cl:1][C:2]1[C:10]([N+:11]([O-:13])=[O:12])=[CH:9][CH:8]=[CH:7][C:3]=1[C:4]([OH:6])=[O:5].S(Cl)(Cl)=O.[CH3:18]O. No catalyst specified. The product is [Cl:1][C:2]1[C:10]([N+:11]([O-:13])=[O:12])=[CH:9][CH:8]=[CH:7][C:3]=1[C:4]([O:6][CH3:18])=[O:5]. The yield is 0.980.